From a dataset of Peptide-MHC class I binding affinity with 185,985 pairs from IEDB/IMGT. Regression. Given a peptide amino acid sequence and an MHC pseudo amino acid sequence, predict their binding affinity value. This is MHC class I binding data. (1) The peptide sequence is SFEPIPIHY. The MHC is HLA-B35:01 with pseudo-sequence HLA-B35:01. The binding affinity (normalized) is 0.0514. (2) The peptide sequence is EVMPEKRNVV. The MHC is HLA-A68:02 with pseudo-sequence HLA-A68:02. The binding affinity (normalized) is 0.568. (3) The peptide sequence is LASAMRMLW. The MHC is HLA-B15:01 with pseudo-sequence HLA-B15:01. The binding affinity (normalized) is 0.260. (4) The peptide sequence is KFLWEWASA. The MHC is Patr-A0101 with pseudo-sequence Patr-A0101. The binding affinity (normalized) is 0.115.